Dataset: Full USPTO retrosynthesis dataset with 1.9M reactions from patents (1976-2016). Task: Predict the reactants needed to synthesize the given product. (1) The reactants are: [NH2:1][C:2]1[CH:17]=[C:16]([Br:18])[CH:15]=[CH:14][C:3]=1[C:4]([NH:6][C:7]1[CH:12]=[CH:11][C:10]([Cl:13])=[CH:9][CH:8]=1)=[O:5].C(OC([N:26]1[CH2:31][CH2:30][C:29](=O)[CH2:28][CH2:27]1)=O)(C)(C)C.O.[C:34]1([CH3:44])[CH:39]=[CH:38][C:37]([S:40]([OH:43])(=[O:42])=[O:41])=[CH:36][CH:35]=1. Given the product [S:40]([C:37]1[CH:38]=[CH:39][C:34]([CH3:44])=[CH:35][CH:36]=1)([OH:43])(=[O:42])=[O:41].[Br:18][C:16]1[CH:17]=[C:2]2[C:3]([C:4](=[O:5])[N:6]([C:7]3[CH:8]=[CH:9][C:10]([Cl:13])=[CH:11][CH:12]=3)[C:29]3([CH2:30][CH2:31][NH:26][CH2:27][CH2:28]3)[NH:1]2)=[CH:14][CH:15]=1, predict the reactants needed to synthesize it. (2) Given the product [CH:49]([C:13]1[CH:12]=[CH:11][C:23]2[N:22]([C:24]3[CH:29]=[CH:28][C:27]([C:30]4[CH:31]=[CH:32][C:33]([N:36]5[C:48]6[CH:47]=[CH:46][C:45]([CH:8]=[O:9])=[CH:44][C:43]=6[C:42]6[C:37]5=[CH:38][CH:39]=[CH:40][CH:41]=6)=[CH:34][CH:35]=4)=[CH:26][CH:25]=3)[C:21]3[C:16]([C:15]=2[CH:14]=1)=[CH:17][CH:18]=[CH:19][CH:20]=3)=[O:51], predict the reactants needed to synthesize it. The reactants are: P(Cl)(Cl)(Cl)=O.CN(C)[CH:8]=[O:9].[CH:11]1[C:23]2[N:22]([C:24]3[CH:29]=[CH:28][C:27]([C:30]4[CH:35]=[CH:34][C:33]([N:36]5[C:48]6[CH:47]=[CH:46][CH:45]=[CH:44][C:43]=6[C:42]6[C:37]5=[CH:38][CH:39]=[CH:40][CH:41]=6)=[CH:32][CH:31]=4)=[CH:26][CH:25]=3)[C:21]3[C:16](=[CH:17][CH:18]=[CH:19][CH:20]=3)[C:15]=2[CH:14]=[CH:13][CH:12]=1.[CH2:49]([OH:51])C.ClCCl. (3) Given the product [Br:19][C:20]1[C:21]([F:36])=[C:22]2[C:27](=[CH:28][CH:29]=1)[N:26]=[CH:25][C:24]([C:30]([O:32][CH2:33][CH3:34])=[O:31])=[C:23]2[Cl:39], predict the reactants needed to synthesize it. The reactants are: BrC1C=C2C(=CC=1F)N=CC(C(OCC)=O)=C2O.[Br:19][C:20]1[C:21]([F:36])=[C:22]2[C:27](=[CH:28][CH:29]=1)[N:26]=[CH:25][C:24]([C:30]([O:32][CH2:33][CH3:34])=[O:31])=[C:23]2O.P(Cl)(Cl)([Cl:39])=O. (4) Given the product [ClH:11].[CH2:8]([O:10][C:6]([C:3]1[CH:4]=[CH:5][S:1][CH:2]=1)=[NH:7])[CH3:9], predict the reactants needed to synthesize it. The reactants are: [S:1]1[CH:5]=[CH:4][C:3]([C:6]#[N:7])=[CH:2]1.[C:8]([Cl:11])(=[O:10])[CH3:9]. (5) Given the product [NH2:1][C:4]1[CH:9]=[CH:8][C:7]([O:10][CH2:11][CH2:12][CH3:13])=[CH:6][C:5]=1[NH:14][C:15](=[O:23])[CH2:16][CH:17]1[CH2:22][CH2:21][CH2:20][CH2:19][NH:18]1, predict the reactants needed to synthesize it. The reactants are: [N+:1]([C:4]1[CH:9]=[CH:8][C:7]([O:10][CH2:11][CH2:12][CH3:13])=[CH:6][C:5]=1[NH:14][C:15](=[O:23])[CH2:16][CH:17]1[CH2:22][CH2:21][CH2:20][CH2:19][NH:18]1)([O-])=O. (6) Given the product [I:12][C:2]1[CH:3]=[C:4]2[C:9](=[CH:10][CH:11]=1)[CH:8]=[N:7][CH:6]=[CH:5]2, predict the reactants needed to synthesize it. The reactants are: Br[C:2]1[CH:3]=[C:4]2[C:9](=[CH:10][CH:11]=1)[CH:8]=[N:7][CH:6]=[CH:5]2.[I-:12].[K+].ClCCl.C(OCC)C. (7) The reactants are: Br[CH2:2][CH2:3][CH2:4][CH2:5][N:6]1[C:10](=[O:11])[C:9]2=[CH:12][CH:13]=[CH:14][CH:15]=[C:8]2[C:7]1=[O:16].[CH2:17]([N:24]1[CH2:29][CH2:28][NH:27][CH2:26][CH2:25]1)[C:18]1[CH:23]=[CH:22][CH:21]=[CH:20][CH:19]=1. Given the product [CH2:17]([N:24]1[CH2:29][CH2:28][N:27]([CH2:2][CH2:3][CH2:4][CH2:5][N:6]2[C:10](=[O:11])[C:9]3[C:8](=[CH:15][CH:14]=[CH:13][CH:12]=3)[C:7]2=[O:16])[CH2:26][CH2:25]1)[C:18]1[CH:19]=[CH:20][CH:21]=[CH:22][CH:23]=1, predict the reactants needed to synthesize it.